Dataset: Full USPTO retrosynthesis dataset with 1.9M reactions from patents (1976-2016). Task: Predict the reactants needed to synthesize the given product. (1) Given the product [Cl:34][C:35]1[CH:62]=[CH:61][CH:60]=[CH:59][C:36]=1[CH2:37][N:38]1[C:43](=[O:44])[C:42]([CH2:45][N:11]2[CH2:12][CH2:13][N:8]([CH3:6])[CH2:9][CH2:10]2)=[CH:41][C:40]([C:51]2[CH:56]=[CH:55][C:54]([F:57])=[C:53]([CH3:58])[CH:52]=2)=[N:39]1, predict the reactants needed to synthesize it. The reactants are: C(O[C:6]([N:8]1[CH2:13][CH2:12][N:11](C2C(=O)N(CC(C)C)N=C(C3C=CC(C)=C(F)C=3)C=2C)[CH2:10][CH2:9]1)=O)(C)(C)C.[Cl:34][C:35]1[CH:62]=[CH:61][CH:60]=[CH:59][C:36]=1[CH2:37][N:38]1[C:43](=[O:44])[C:42]([CH2:45]OS(C)(=O)=O)=[CH:41][C:40]([C:51]2[CH:56]=[CH:55][C:54]([F:57])=[C:53]([CH3:58])[CH:52]=2)=[N:39]1. (2) The reactants are: [CH:1]1([CH:4]2[NH:9][C:8](=[O:10])[CH:7]([CH3:11])[NH:6][C:5]2=[O:12])C[CH2:2]1.Cl.NC(CC)C(N[C@H](C(OC)=O)C)=O. Given the product [CH2:1]([CH:4]1[NH:9][C:8](=[O:10])[CH:7]([CH3:11])[NH:6][C:5]1=[O:12])[CH3:2], predict the reactants needed to synthesize it.